From a dataset of Forward reaction prediction with 1.9M reactions from USPTO patents (1976-2016). Predict the product of the given reaction. (1) The product is: [CH2:1]([C:8]1[O:9][C:10]2[CH:30]=[CH:29][CH:28]=[CH:27][C:11]=2[C:12]=1[C:13]1[CH:14]=[CH:15][C:16]([C:36]2[CH:37]=[CH:38][C:33]([CH:31]=[O:32])=[CH:34][CH:35]=2)=[CH:17][CH:18]=1)[C:2]1[CH:3]=[CH:4][CH:5]=[CH:6][CH:7]=1. Given the reactants [CH2:1]([C:8]1[O:9][C:10]2[CH:30]=[CH:29][CH:28]=[CH:27][C:11]=2[C:12]=1[C:13]1[CH:18]=[CH:17][C:16](OS(C(F)(F)F)(=O)=O)=[CH:15][CH:14]=1)[C:2]1[CH:7]=[CH:6][CH:5]=[CH:4][CH:3]=1.[CH:31]([C:33]1[CH:38]=[CH:37][C:36](B(O)O)=[CH:35][CH:34]=1)=[O:32].C(=O)([O-])[O-].[Na+].[Na+], predict the reaction product. (2) Given the reactants [C:1]([O:5][C:6]([NH:8][C:9]1([CH2:13][C@H:14]2[CH2:18][N:17]([C@@H:19]([C:21]3[CH:26]=[CH:25][CH:24]=[CH:23][CH:22]=3)[CH3:20])[C:16](=O)[CH2:15]2)[CH2:12][CH2:11][CH2:10]1)=[O:7])([CH3:4])([CH3:3])[CH3:2], predict the reaction product. The product is: [C:1]([O:5][C:6]([NH:8][C:9]1([CH2:13][C@H:14]2[CH2:15][CH2:16][N:17]([C@@H:19]([C:21]3[CH:22]=[CH:23][CH:24]=[CH:25][CH:26]=3)[CH3:20])[CH2:18]2)[CH2:10][CH2:11][CH2:12]1)=[O:7])([CH3:2])([CH3:3])[CH3:4]. (3) Given the reactants Br[C:2]1[CH:9]=[C:8]([O:10][C:11]2[CH:16]=[CH:15][CH:14]=[CH:13][CH:12]=2)[CH:7]=[CH:6][C:3]=1[CH:4]=[O:5].[B:17]1([B:17]2[O:21][C:20]([CH3:23])([CH3:22])[C:19]([CH3:25])([CH3:24])[O:18]2)[O:21][C:20]([CH3:23])([CH3:22])[C:19]([CH3:25])([CH3:24])[O:18]1.C([O-])(=O)C.[K+], predict the reaction product. The product is: [O:10]([C:8]1[CH:7]=[CH:6][C:3]([CH:4]=[O:5])=[C:2]([B:17]2[O:21][C:20]([CH3:23])([CH3:22])[C:19]([CH3:25])([CH3:24])[O:18]2)[CH:9]=1)[C:11]1[CH:16]=[CH:15][CH:14]=[CH:13][CH:12]=1. (4) Given the reactants [CH3:1][C:2]([S:18]([CH3:21])(=[O:20])=[O:19])([CH3:17])[CH2:3][C:4]1[N:8]([CH2:9][CH2:10][CH3:11])[N:7]=[C:6]([C:12](OCC)=[O:13])[CH:5]=1.[NH3:22], predict the reaction product. The product is: [CH3:1][C:2]([S:18]([CH3:21])(=[O:20])=[O:19])([CH3:17])[CH2:3][C:4]1[N:8]([CH2:9][CH2:10][CH3:11])[N:7]=[C:6]([C:12]([NH2:22])=[O:13])[CH:5]=1. (5) Given the reactants [F:1][C:2]1[CH:7]=[C:6]([O:8][CH2:9][C:10]2[CH:15]=[CH:14][C:13]([CH2:16][N:17]([CH2:29][CH2:30][C:31]3[CH:36]=[CH:35][CH:34]=[CH:33][CH:32]=3)[C:18]3[S:19][CH:20]=[C:21]([C:23]4[CH:28]=[CH:27][CH:26]=[CH:25][CH:24]=4)[N:22]=3)=[CH:12][CH:11]=2)[CH:5]=[C:4]([F:37])[C:3]=1[CH2:38][CH2:39][C:40]([O:42]CC)=[O:41].[OH-].[K+], predict the reaction product. The product is: [F:1][C:2]1[CH:7]=[C:6]([O:8][CH2:9][C:10]2[CH:15]=[CH:14][C:13]([CH2:16][N:17]([CH2:29][CH2:30][C:31]3[CH:32]=[CH:33][CH:34]=[CH:35][CH:36]=3)[C:18]3[S:19][CH:20]=[C:21]([C:23]4[CH:28]=[CH:27][CH:26]=[CH:25][CH:24]=4)[N:22]=3)=[CH:12][CH:11]=2)[CH:5]=[C:4]([F:37])[C:3]=1[CH2:38][CH2:39][C:40]([OH:42])=[O:41]. (6) Given the reactants [C@:1]12([C:7]([O:9][CH2:10][CH3:11])=[O:8])[CH2:6][C@H:5]1[CH2:4][NH:3][CH2:2]2.C(N(CC)CC)C.[C:19](O[C:19]([O:21][C:22]([CH3:25])([CH3:24])[CH3:23])=[O:20])([O:21][C:22]([CH3:25])([CH3:24])[CH3:23])=[O:20], predict the reaction product. The product is: [C@:1]12([C:7]([O:9][CH2:10][CH3:11])=[O:8])[CH2:6][C@H:5]1[CH2:4][N:3]([C:19]([O:21][C:22]([CH3:25])([CH3:24])[CH3:23])=[O:20])[CH2:2]2.